The task is: Predict the reaction yield, written as a fraction of the theoretical maximum amount of product (1.0 means a 100% yield; for example, 0.34 means a 34% yield).. This data is from Reaction yield outcomes from USPTO patents with 853,638 reactions. (1) The reactants are [CH2:1]([C:3]1[C:11]([CH3:12])=[C:10]2[C:6]([C:7](=[O:13])[O:8][CH2:9]2)=[C:5]([O:14][CH2:15][CH2:16][Si:17]([CH3:20])([CH3:19])[CH3:18])[C:4]=1CC=O)[CH3:2].C1(P(C2C=CC=CC=2)(C2C=CC=CC=2)=C(CC)C=[O:33])C=CC=CC=1.[C:48]1([CH3:54])[CH:53]=[CH:52]C=[CH:50][CH:49]=1. No catalyst specified. The product is [CH2:49]([C:48](=[CH:53][CH2:52][C:4]1[C:5]([O:14][CH2:15][CH2:16][Si:17]([CH3:18])([CH3:20])[CH3:19])=[C:6]2[C:10](=[C:11]([CH3:12])[C:3]=1[CH2:1][CH3:2])[CH2:9][O:8][C:7]2=[O:13])[CH:54]=[O:33])[CH3:50]. The yield is 0.480. (2) The yield is 0.520. The reactants are [CH2:1]([CH2:15][C:16]([NH:18][CH2:19][CH2:20][CH:21]([S:42][C:43](=[S:59])[CH2:44][CH2:45][CH2:46][CH2:47][CH2:48][CH2:49][CH2:50][CH2:51][CH2:52][CH2:53][CH2:54][CH2:55][CH2:56][CH2:57][CH3:58])[O:22]C(C1C=CC=CC=1)(C1C=CC=CC=1)C1C=CC=CC=1)=[S:17])[CH2:2][CH2:3][CH2:4][CH2:5][CH2:6][CH2:7][CH2:8][CH2:9][CH2:10][CH2:11][CH2:12][CH2:13][CH3:14]. The catalyst is CCOCC.Cl. The product is [CH2:1]([CH2:15][C:16]([NH:18][CH2:19][CH2:20][CH:21]([S:42][C:43](=[S:59])[CH2:44][CH2:45][CH2:46][CH2:47][CH2:48][CH2:49][CH2:50][CH2:51][CH2:52][CH2:53][CH2:54][CH2:55][CH2:56][CH2:57][CH3:58])[OH:22])=[S:17])[CH2:2][CH2:3][CH2:4][CH2:5][CH2:6][CH2:7][CH2:8][CH2:9][CH2:10][CH2:11][CH2:12][CH2:13][CH3:14]. (3) The reactants are [CH3:1][C:2]1[CH:3]=[C:4]([CH2:9][CH2:10][C:11]2[CH:16]=[CH:15][C:14]([NH2:17])=[CH:13][CH:12]=2)[CH:5]=[CH:6][C:7]=1[CH3:8].[CH3:18][O:19][C:20](=[O:31])[C:21]1[CH:26]=[C:25]([N+:27]([O-:29])=[O:28])[CH:24]=[CH:23][C:22]=1Br.C(=O)([O-])[O-].[Cs+].[Cs+]. The catalyst is C1(C)C=CC=CC=1.[Pd].C1(C)C=CC(P(C2C=CC3C(=CC=CC=3)C=2C2C3C(=CC=CC=3)C=CC=2)C2C=CC(C)=CC=2)=CC=1. The product is [CH3:18][O:19][C:20](=[O:31])[C:21]1[CH:26]=[C:25]([N+:27]([O-:29])=[O:28])[CH:24]=[CH:23][C:22]=1[NH:17][C:14]1[CH:13]=[CH:12][C:11]([CH2:10][CH2:9][C:4]2[CH:5]=[CH:6][C:7]([CH3:8])=[C:2]([CH3:1])[CH:3]=2)=[CH:16][CH:15]=1. The yield is 0.730.